Predict the reaction yield, written as a fraction of the theoretical maximum amount of product (1.0 means a 100% yield; for example, 0.34 means a 34% yield). From a dataset of Reaction yield outcomes from USPTO patents with 853,638 reactions. (1) The catalyst is C(#N)C. The reactants are CN(CCN(C)C)C.F.[C:10]([O:13][C@@H:14]1[C@@H:18]([CH2:19][O:20][Si](OC(C2C=CC=CC=2)C2C=CC=CC=2)(O[Si](C)(C)C)O[Si](C)(C)C)[O:17][C@@H:16]([N:46]2[CH:53]=[CH:52][C:50](=[O:51])[NH:49][C:47]2=[O:48])[CH2:15]1)(=[O:12])[CH3:11]. The product is [C:10]([O:13][C@@H:14]1[C@@H:18]([CH2:19][OH:20])[O:17][C@@H:16]([N:46]2[CH:53]=[CH:52][C:50](=[O:51])[NH:49][C:47]2=[O:48])[CH2:15]1)(=[O:12])[CH3:11]. The yield is 0.840. (2) The reactants are [C:1]([O:5][C:6]([N:8]1[CH2:12][CH2:11][CH2:10][C@H:9]1[CH2:13][NH:14][C:15]1[C:16]([O:22][C:23]2[CH:28]=[CH:27][C:26]([O:29][CH3:30])=[CH:25][CH:24]=2)=[N:17][C:18](Cl)=[N:19][CH:20]=1)=[O:7])([CH3:4])([CH3:3])[CH3:2].[CH3:31][S:32][C:33]1[CH:34]=[C:35](B(O)O)[CH:36]=[N:37][CH:38]=1.C([O-])([O-])=O.[K+].[K+]. The catalyst is C(O)C.O.CCOC(C)=O. The product is [C:1]([O:5][C:6]([N:8]1[CH2:12][CH2:11][CH2:10][C@H:9]1[CH2:13][NH:14][C:15]1[C:16]([O:22][C:23]2[CH:28]=[CH:27][C:26]([O:29][CH3:30])=[CH:25][CH:24]=2)=[N:17][C:18]([C:35]2[CH:36]=[N:37][CH:38]=[C:33]([S:32][CH3:31])[CH:34]=2)=[N:19][CH:20]=1)=[O:7])([CH3:4])([CH3:3])[CH3:2]. The yield is 0.720. (3) The reactants are Cl.[NH2:2][CH2:3][C:4]([C:6]1[CH:11]=[CH:10][CH:9]=[CH:8][CH:7]=1)=[O:5].[CH3:12][S:13](Cl)(=[O:15])=[O:14]. The catalyst is CN(C=O)C. The product is [O:5]=[C:4]([C:6]1[CH:11]=[CH:10][CH:9]=[CH:8][CH:7]=1)[CH2:3][NH:2][S:13]([CH3:12])(=[O:15])=[O:14]. The yield is 0.980.